From a dataset of KCNQ2 potassium channel screen with 302,405 compounds. Binary Classification. Given a drug SMILES string, predict its activity (active/inactive) in a high-throughput screening assay against a specified biological target. The compound is Clc1cc(NC(=O)/C(=C\c2cccnc2)C#N)ccc1. The result is 0 (inactive).